From a dataset of Forward reaction prediction with 1.9M reactions from USPTO patents (1976-2016). Predict the product of the given reaction. Given the reactants [NH2:1][CH2:2][CH2:3][CH2:4][CH2:5][CH:6]([N:13]([S:18]([C:21]1[CH:26]=[CH:25][C:24]([NH2:27])=[CH:23][CH:22]=1)(=[O:20])=[O:19])[CH2:14][CH:15]([CH3:17])[CH3:16])[CH2:7][O:8][P:9](=[O:12])([OH:11])[OH:10].[OH-].[Na+].C(=O)(O)[O-].[Na+].O=C1CCC(=O)N1[O:42][C:43](=O)[CH:44]([NH:58][C:59]([O:61][CH3:62])=[O:60])[CH:45]([C:52]1[CH:57]=[CH:56][CH:55]=[CH:54][CH:53]=1)[C:46]1[CH:51]=[CH:50][CH:49]=[CH:48][CH:47]=1, predict the reaction product. The product is: [CH3:62][O:61][C:59](=[O:60])[NH:58][CH:44]([C:43](=[O:42])[NH:1][CH2:2][CH2:3][CH2:4][CH2:5][CH:6]([N:13]([S:18]([C:21]1[CH:26]=[CH:25][C:24]([NH2:27])=[CH:23][CH:22]=1)(=[O:20])=[O:19])[CH2:14][CH:15]([CH3:16])[CH3:17])[CH2:7][O:8][P:9]([OH:10])([OH:11])=[O:12])[CH:45]([C:52]1[CH:57]=[CH:56][CH:55]=[CH:54][CH:53]=1)[C:46]1[CH:51]=[CH:50][CH:49]=[CH:48][CH:47]=1.